This data is from Catalyst prediction with 721,799 reactions and 888 catalyst types from USPTO. The task is: Predict which catalyst facilitates the given reaction. (1) Reactant: [C:1]([C:3]1[CH:4]=[C:5]([NH:9][CH2:10][C:11]2[O:15][C:14](=[O:16])[O:13][C:12]=2[CH:17]2[CH2:21][CH2:20][CH2:19][N:18]2[C:22]([O:24][C:25]([CH3:28])([CH3:27])[CH3:26])=[O:23])[CH:6]=[CH:7][CH:8]=1)#[CH:2].C(N(CC)CC)C.[Cl:36][CH:37]([Cl:41])[C:38](Cl)=[O:39]. Product: [Cl:36][CH:37]([Cl:41])[C:38]([N:9]([CH2:10][C:11]1[O:15][C:14](=[O:16])[O:13][C:12]=1[CH:17]1[CH2:21][CH2:20][CH2:19][N:18]1[C:22]([O:24][C:25]([CH3:28])([CH3:27])[CH3:26])=[O:23])[C:5]1[CH:6]=[CH:7][CH:8]=[C:3]([C:1]#[CH:2])[CH:4]=1)=[O:39]. The catalyst class is: 4. (2) Reactant: [CH3:1][O:2][C:3](=[O:19])[C:4](=[CH:9][C:10]1[C:15]([F:16])=[CH:14][CH:13]=[C:12]([F:17])[C:11]=1[F:18])[C:5]([O:7][CH3:8])=[O:6].[Cl:20][C:21]1[CH:26]=[CH:25][C:24]([SH:27])=[CH:23][CH:22]=1.C([O-])([O-])=O.[K+].[K+].C(OCC)(=O)C. Product: [CH3:1][O:2][C:3](=[O:19])[CH:4]([CH:9]([S:27][C:24]1[CH:25]=[CH:26][C:21]([Cl:20])=[CH:22][CH:23]=1)[C:10]1[C:15]([F:16])=[CH:14][CH:13]=[C:12]([F:17])[C:11]=1[F:18])[C:5]([O:7][CH3:8])=[O:6]. The catalyst class is: 20. (3) Reactant: [NH2:1][C:2]1[S:6][C:5]2[CH2:7][CH2:8][CH2:9][CH2:10][C:4]=2[C:3]=1[C:11]([C:13]1[O:14][CH:15]=[CH:16][CH:17]=1)=[O:12].C(N(CC)CC)C.[C:25](Cl)(=[O:27])[CH3:26]. Product: [O:14]1[CH:15]=[CH:16][CH:17]=[C:13]1[C:11]([C:3]1[C:4]2[CH2:10][CH2:9][CH2:8][CH2:7][C:5]=2[S:6][C:2]=1[NH:1][C:25](=[O:27])[CH3:26])=[O:12]. The catalyst class is: 4. (4) Reactant: [NH:1]1[C:9]2[C:4](=[CH:5][CH:6]=[C:7](C=O)[CH:8]=2)[CH:3]=[CH:2]1.C(O)(=O)C.NC[C@@H](O)[C@@H](NC(=O)OC(C)(C)C)CC1C=C(F)C=C(F)C=1.[BH4-].[Na+]. Product: [NH:1]1[C:9]2[C:4](=[CH:5][CH:6]=[CH:7][CH:8]=2)[CH:3]=[CH:2]1. The catalyst class is: 41. (5) Reactant: [N:1]12[CH2:8][CH2:7][CH:4]([CH2:5][CH2:6]1)[C@@H:3]([O:9][C:10](=[O:25])[C@@H:11]([C:19]1[CH:24]=[CH:23][CH:22]=[CH:21][CH:20]=1)[NH:12][C:13]1[CH:18]=[CH:17][CH:16]=[CH:15][CH:14]=1)[CH2:2]2.[Br:26][CH2:27][C:28]([C:30]1[CH:35]=[CH:34][C:33]([NH:36][C:37](=[O:39])[CH3:38])=[CH:32][CH:31]=1)=[O:29]. Product: [Br-:26].[C:37]([NH:36][C:33]1[CH:34]=[CH:35][C:30]([C:28](=[O:29])[CH2:27][N+:1]23[CH2:6][CH2:5][CH:4]([CH2:7][CH2:8]2)[C@@H:3]([O:9][C:10](=[O:25])[C@@H:11]([C:19]2[CH:24]=[CH:23][CH:22]=[CH:21][CH:20]=2)[NH:12][C:13]2[CH:18]=[CH:17][CH:16]=[CH:15][CH:14]=2)[CH2:2]3)=[CH:31][CH:32]=1)(=[O:39])[CH3:38]. The catalyst class is: 10. (6) Reactant: [Cl:1][C:2]1[C:3]([F:45])=[C:4]([CH:42]=[CH:43][CH:44]=1)[CH2:5][NH:6][C:7]([C@@H:9]1[CH2:13][C@@H:12]([F:14])[CH2:11][N:10]1[C:15](=[O:41])[CH2:16][N:17]1[C:25]2[C:20](=[CH:21][CH:22]=[C:23]([CH2:26][O:27][Si](C(C)C)(C(C)C)C(C)C)[CH:24]=2)[C:19]([C:38](=[O:40])[CH3:39])=[CH:18]1)=[O:8].CCCC[N+](CCCC)(CCCC)CCCC.[F-]. Product: [Cl:1][C:2]1[C:3]([F:45])=[C:4]([CH:42]=[CH:43][CH:44]=1)[CH2:5][NH:6][C:7]([C@@H:9]1[CH2:13][C@@H:12]([F:14])[CH2:11][N:10]1[C:15](=[O:41])[CH2:16][N:17]1[C:25]2[C:20](=[CH:21][CH:22]=[C:23]([CH2:26][OH:27])[CH:24]=2)[C:19]([C:38](=[O:40])[CH3:39])=[CH:18]1)=[O:8]. The catalyst class is: 1. (7) Reactant: [CH3:1][O:2][C:3](=[O:19])[C@H:4]([CH2:13][CH2:14][C:15]([O:17][CH3:18])=[O:16])[NH:5][C:6]([O:8][C:9]([CH3:12])([CH3:11])[CH3:10])=[O:7].[Li].C[Si]([N-][Si](C)(C)C)(C)C.[CH2:30](Br)[CH:31]=[CH2:32]. Product: [CH3:1][O:2][C:3](=[O:19])[C@@H:4]([NH:5][C:6]([O:8][C:9]([CH3:11])([CH3:12])[CH3:10])=[O:7])[CH2:13][C@H:14]([CH2:32][CH:31]=[CH2:30])[C:15]([O:17][CH3:18])=[O:16]. The catalyst class is: 7.